From a dataset of NCI-60 drug combinations with 297,098 pairs across 59 cell lines. Regression. Given two drug SMILES strings and cell line genomic features, predict the synergy score measuring deviation from expected non-interaction effect. (1) Drug 1: C1=CC(=CC=C1CC(C(=O)O)N)N(CCCl)CCCl.Cl. Drug 2: CCC1(C2=C(COC1=O)C(=O)N3CC4=CC5=C(C=CC(=C5CN(C)C)O)N=C4C3=C2)O.Cl. Cell line: U251. Synergy scores: CSS=48.4, Synergy_ZIP=-4.27, Synergy_Bliss=0.832, Synergy_Loewe=-12.4, Synergy_HSA=2.60. (2) Drug 1: CC12CCC3C(C1CCC2=O)CC(=C)C4=CC(=O)C=CC34C. Drug 2: CC1=C(C(=O)C2=C(C1=O)N3CC4C(C3(C2COC(=O)N)OC)N4)N. Cell line: PC-3. Synergy scores: CSS=53.7, Synergy_ZIP=1.29, Synergy_Bliss=0.907, Synergy_Loewe=3.50, Synergy_HSA=4.88. (3) Drug 1: C(=O)(N)NO. Synergy scores: CSS=28.7, Synergy_ZIP=0.329, Synergy_Bliss=2.44, Synergy_Loewe=-38.9, Synergy_HSA=1.45. Cell line: UACC62. Drug 2: CN(CC1=CN=C2C(=N1)C(=NC(=N2)N)N)C3=CC=C(C=C3)C(=O)NC(CCC(=O)O)C(=O)O. (4) Drug 1: CC1=C(C(CCC1)(C)C)C=CC(=CC=CC(=CC(=O)O)C)C. Drug 2: CC=C1C(=O)NC(C(=O)OC2CC(=O)NC(C(=O)NC(CSSCCC=C2)C(=O)N1)C(C)C)C(C)C. Cell line: TK-10. Synergy scores: CSS=26.1, Synergy_ZIP=-4.19, Synergy_Bliss=2.48, Synergy_Loewe=-67.4, Synergy_HSA=-1.55. (5) Drug 1: C1CCC(C1)C(CC#N)N2C=C(C=N2)C3=C4C=CNC4=NC=N3. Drug 2: COC1=C(C=C2C(=C1)N=CN=C2NC3=CC(=C(C=C3)F)Cl)OCCCN4CCOCC4. Cell line: PC-3. Synergy scores: CSS=18.8, Synergy_ZIP=-2.58, Synergy_Bliss=-1.38, Synergy_Loewe=-9.43, Synergy_HSA=-2.85.